From a dataset of Full USPTO retrosynthesis dataset with 1.9M reactions from patents (1976-2016). Predict the reactants needed to synthesize the given product. (1) Given the product [ClH:28].[F:27][C:2]([F:1])([F:26])[CH2:3][S:4]([NH:7][CH2:8][CH2:9][CH2:10][CH2:11][N:12]1[C:22](=[O:23])[C:21]2[N:24]3[C:14](=[CH:15][N:16]=[C:17]3[CH:18]=[CH:19][CH:20]=2)[C:13]1=[O:25])(=[O:6])=[O:5], predict the reactants needed to synthesize it. The reactants are: [F:1][C:2]([F:27])([F:26])[CH2:3][S:4]([NH:7][CH2:8][CH2:9][CH2:10][CH2:11][N:12]1[C:22](=[O:23])[C:21]2[N:24]3[C:14](=[CH:15][N:16]=[C:17]3[CH:18]=[CH:19][CH:20]=2)[C:13]1=[O:25])(=[O:6])=[O:5].[ClH:28]. (2) The reactants are: [CH3:1][O:2][C@H:3]1[C@@H:9]2[O:10][CH2:11][C@H:12]([O:13]S(C)(=O)=O)[C@@H:8]2[O:7][C@H:4]1[O:5][CH3:6].C(=O)([O-])[O-].[K+].[K+].FC(F)(F)C(O)=O.[Br:31][C:32]1[CH:37]=[CH:36][C:35]([NH:38][C:39]2[C:48]3[C:43](=[CH:44][C:45](O)=[C:46]([O:49][CH3:50])[CH:47]=3)[N:42]=[CH:41][N:40]=2)=[CH:34][C:33]=1[Cl:52].Cl. Given the product [ClH:52].[Br:31][C:32]1[CH:37]=[CH:36][C:35]([NH:38][C:39]2[C:48]3[C:43](=[CH:44][C:45]([O:13][C@@H:12]4[CH2:11][O:10][C@H:9]5[C@H:3]([O:2][CH3:1])[C@@H:4]([O:7][C@@H:8]45)[O:5][CH3:6])=[C:46]([O:49][CH3:50])[CH:47]=3)[N:42]=[CH:41][N:40]=2)=[CH:34][C:33]=1[Cl:52], predict the reactants needed to synthesize it. (3) Given the product [CH3:21][O:20][C:14]1[CH:13]=[C:12]([N:7]2[CH2:8][C:9]3[CH:10]=[N:11][C:2]([NH:26][C:25](=[O:32])[O:27][C:28]([CH3:31])([CH3:30])[CH3:29])=[CH:3][C:4]=3[C:5]([CH3:24])([CH3:23])[C:6]2=[O:22])[CH:17]=[C:16]([O:18][CH3:19])[CH:15]=1, predict the reactants needed to synthesize it. The reactants are: Cl[C:2]1[CH:3]=[C:4]2[C:9](=[CH:10][N:11]=1)[CH2:8][N:7]([C:12]1[CH:17]=[C:16]([O:18][CH3:19])[CH:15]=[C:14]([O:20][CH3:21])[CH:13]=1)[C:6](=[O:22])[C:5]2([CH3:24])[CH3:23].[C:25](=[O:32])([O:27][C:28]([CH3:31])([CH3:30])[CH3:29])[NH2:26].CC1(C)C2C=CC=C(P(C3C=CC=CC=3)C3C=CC=CC=3)C=2OC2C1=CC=CC=2P(C1C=CC=CC=1)C1C=CC=CC=1.C(=O)([O-])[O-].[Cs+].[Cs+].N#N. (4) Given the product [Br:8][C:9]1[CH:14]=[CH:13][CH:12]=[CH:11][C:10]=1[O:15][C:2]1[N:7]=[CH:6][CH:5]=[CH:4][N:3]=1, predict the reactants needed to synthesize it. The reactants are: Cl[C:2]1[N:7]=[CH:6][CH:5]=[CH:4][N:3]=1.[Br:8][C:9]1[CH:14]=[CH:13][CH:12]=[CH:11][C:10]=1[OH:15].C([O-])([O-])=O.[Cs+].[Cs+].CS(C)=O. (5) Given the product [CH3:11][O:12][C:13]1[CH:14]=[C:15]([N:19]=[CH:7][C:6]2[CH:5]=[N:4][C:3]([O:2][CH3:1])=[CH:10][CH:9]=2)[CH:16]=[N:17][CH:18]=1, predict the reactants needed to synthesize it. The reactants are: [CH3:1][O:2][C:3]1[CH:10]=[CH:9][C:6]([CH:7]=O)=[CH:5][N:4]=1.[CH3:11][O:12][C:13]1[CH:14]=[C:15]([NH2:19])[CH:16]=[N:17][CH:18]=1. (6) Given the product [ClH:22].[F:21][C:2]([F:1])([F:20])[C@@H:3]([O:19][C:30](=[O:31])[NH:29][C:26]1[CH:27]=[CH:28][C:23]([Cl:22])=[CH:24][CH:25]=1)[CH2:4][N:5]1[CH2:10][CH2:9][CH2:8][C@@H:7]([C:11]2[CH:16]=[CH:15][CH:14]=[C:13]([O:17][CH3:18])[CH:12]=2)[CH2:6]1, predict the reactants needed to synthesize it. The reactants are: [F:1][C:2]([F:21])([F:20])[C@@H:3]([OH:19])[CH2:4][N:5]1[CH2:10][CH2:9][CH2:8][C@@H:7]([C:11]2[CH:16]=[CH:15][CH:14]=[C:13]([O:17][CH3:18])[CH:12]=2)[CH2:6]1.[Cl:22][C:23]1[CH:28]=[CH:27][C:26]([N:29]=[C:30]=[O:31])=[CH:25][CH:24]=1. (7) Given the product [Cl:44][C:38]1[CH:37]=[C:36]([C:33]2[CH:34]=[CH:35][N:31]([CH2:30][C@@H:29]([NH:28][C:26]([C:24]3[N:25]=[C:21]([CH:19]([OH:18])[CH3:20])[S:22][CH:23]=3)=[O:27])[CH3:45])[N:32]=2)[CH:41]=[CH:40][C:39]=1[C:42]#[N:43], predict the reactants needed to synthesize it. The reactants are: [Si]([O:18][CH:19]([C:21]1[S:22][CH:23]=[C:24]([C:26]([NH:28][C@@H:29]([CH3:45])[CH2:30][N:31]2[CH:35]=[CH:34][C:33]([C:36]3[CH:41]=[CH:40][C:39]([C:42]#[N:43])=[C:38]([Cl:44])[CH:37]=3)=[N:32]2)=[O:27])[N:25]=1)[CH3:20])(C(C)(C)C)(C1C=CC=CC=1)C1C=CC=CC=1. (8) Given the product [OH:6][C@@H:3]1[CH2:4][CH2:5][N:1]([C:14]([O:16][C:17]([CH3:20])([CH3:19])[CH3:18])=[O:15])[CH2:2]1, predict the reactants needed to synthesize it. The reactants are: [NH:1]1[CH2:5][CH2:4][C@@H:3]([OH:6])[CH2:2]1.C(N(CC)CC)C.[C:14](O[C:14]([O:16][C:17]([CH3:20])([CH3:19])[CH3:18])=[O:15])([O:16][C:17]([CH3:20])([CH3:19])[CH3:18])=[O:15].